This data is from CYP2C19 inhibition data for predicting drug metabolism from PubChem BioAssay. The task is: Regression/Classification. Given a drug SMILES string, predict its absorption, distribution, metabolism, or excretion properties. Task type varies by dataset: regression for continuous measurements (e.g., permeability, clearance, half-life) or binary classification for categorical outcomes (e.g., BBB penetration, CYP inhibition). Dataset: cyp2c19_veith. (1) The molecule is CCOC(=O)c1ccc(N/C(=N\S(=O)(=O)c2ccccc2C)c2ccccc2)cc1. The result is 1 (inhibitor). (2) The drug is CN(C)Cc1ccccc1-c1nc(N2CCOCC2)c2ccccc2n1. The result is 0 (non-inhibitor). (3) The molecule is COC(=O)C(Cc1ccc(OC(=O)c2ccc(Cl)cc2)cc1)N1Cc2ccccc2C1=O. The result is 1 (inhibitor). (4) The compound is CC(=O)OC1CCC(OC(C)=O)c2c1n([O-])c(C)c(C)[n+]2=O. The result is 0 (non-inhibitor). (5) The drug is COc1ccc2[nH]cc(CCNc3nc(-c4c(C)noc4C)nc4ccccc34)c2c1. The result is 1 (inhibitor). (6) The molecule is O=S(=O)(c1ccccc1)N1CCN(c2cc(-c3ccccc3)nc3ncnn23)CC1. The result is 1 (inhibitor).